This data is from Forward reaction prediction with 1.9M reactions from USPTO patents (1976-2016). The task is: Predict the product of the given reaction. Given the reactants Br[C:2]1[CH:3]=[CH:4][CH:5]=[C:6]2[C:11]=1[CH:10]=[N:9][CH:8]=[CH:7]2.[NH:12]1[CH2:17][CH2:16][NH:15][CH2:14][CH2:13]1, predict the reaction product. The product is: [N:12]1([C:2]2[CH:3]=[CH:4][CH:5]=[C:6]3[C:11]=2[CH:10]=[N:9][CH:8]=[CH:7]3)[CH2:17][CH2:16][NH:15][CH2:14][CH2:13]1.